This data is from Reaction yield outcomes from USPTO patents with 853,638 reactions. The task is: Predict the reaction yield, written as a fraction of the theoretical maximum amount of product (1.0 means a 100% yield; for example, 0.34 means a 34% yield). (1) The product is [CH2:14]([N:1]([CH2:14][C:15]1[CH:20]=[CH:19][CH:18]=[CH:17][CH:16]=1)[C:2]1([C:5]([O:7][CH2:14][C:15]2[CH:20]=[CH:19][CH:18]=[CH:17][CH:16]=2)=[O:6])[CH2:4][CH2:3]1)[C:15]1[CH:20]=[CH:19][CH:18]=[CH:17][CH:16]=1. The catalyst is C(#N)C. The reactants are [NH2:1][C:2]1([C:5]([OH:7])=[O:6])[CH2:4][CH2:3]1.C(=O)([O-])[O-].[K+].[K+].[CH2:14](Br)[C:15]1[CH:20]=[CH:19][CH:18]=[CH:17][CH:16]=1. The yield is 0.780. (2) The catalyst is C1COCC1. The product is [S:1]1[CH:5]=[CH:4][N:3]=[C:2]1[C:18]1([OH:21])[CH2:19][CH2:20][C:15]2([O:14][CH2:13][CH2:12][O:11]2)[CH2:16][CH2:17]1. The yield is 0.850. The reactants are [S:1]1[CH:5]=[CH:4][N:3]=[CH:2]1.[Li]CCCC.[O:11]1[C:15]2([CH2:20][CH2:19][C:18](=[O:21])[CH2:17][CH2:16]2)[O:14][CH2:13][CH2:12]1. (3) The reactants are [C:1]([O:5][C:6](=[O:23])[C:7]1[CH:12]=[CH:11][C:10]([N:13]2[CH2:18][CH2:17][N:16]([CH3:19])[CH2:15][CH2:14]2)=[CH:9][C:8]=1[N+:20]([O-])=O)([CH3:4])([CH3:3])[CH3:2]. The catalyst is [Pd].C(O)C. The product is [C:1]([O:5][C:6](=[O:23])[C:7]1[CH:12]=[CH:11][C:10]([N:13]2[CH2:18][CH2:17][N:16]([CH3:19])[CH2:15][CH2:14]2)=[CH:9][C:8]=1[NH2:20])([CH3:4])([CH3:2])[CH3:3]. The yield is 0.950. (4) The reactants are [CH3:1][N:2]([CH2:19][C:20]1[O:21][C:22]2[CH:29]=[CH:28][CH:27]=[CH:26][C:23]=2[C:24]=1[CH3:25])[C:3](=[O:18])/[CH:4]=[CH:5]/[C:6]1[CH:17]=[N:16][C:9]2[NH:10][C:11](=[O:15])[CH2:12][NH:13][CH2:14][C:8]=2[CH:7]=1.[ClH:30]. The catalyst is C(Cl)Cl.CCOCC. The product is [ClH:30].[CH3:1][N:2]([CH2:19][C:20]1[O:21][C:22]2[CH:29]=[CH:28][CH:27]=[CH:26][C:23]=2[C:24]=1[CH3:25])[C:3](=[O:18])/[CH:4]=[CH:5]/[C:6]1[CH:17]=[N:16][C:9]2[NH:10][C:11](=[O:15])[CH2:12][NH:13][CH2:14][C:8]=2[CH:7]=1. The yield is 0.900. (5) The reactants are [Cl-].O[NH3+:3].[C:4](=[O:7])([O-])[OH:5].[Na+].CS(C)=O.[CH3:13][O:14][CH2:15][CH:16]([N:18]1[C:23](=[O:24])[C:22]([CH2:25][C:26]2[CH:31]=[CH:30][C:29]([C:32]3[C:33]([C:38]#[N:39])=[CH:34][CH:35]=[CH:36][CH:37]=3)=[CH:28][CH:27]=2)=[C:21]([CH2:40][CH2:41][CH3:42])[N:20]2[N:43]=[C:44]([CH3:46])[N:45]=[C:19]12)[CH3:17]. The catalyst is C(OCC)(=O)C. The product is [CH3:13][O:14][CH2:15][CH:16]([N:18]1[C:23](=[O:24])[C:22]([CH2:25][C:26]2[CH:31]=[CH:30][C:29]([C:32]3[CH:37]=[CH:36][CH:35]=[CH:34][C:33]=3[C:38]3[NH:3][C:4](=[O:7])[O:5][N:39]=3)=[CH:28][CH:27]=2)=[C:21]([CH2:40][CH2:41][CH3:42])[N:20]2[N:43]=[C:44]([CH3:46])[N:45]=[C:19]12)[CH3:17]. The yield is 0.550.